From a dataset of Experimentally validated miRNA-target interactions with 360,000+ pairs, plus equal number of negative samples. Binary Classification. Given a miRNA mature sequence and a target amino acid sequence, predict their likelihood of interaction. (1) The miRNA is hsa-miR-4447 with sequence GGUGGGGGCUGUUGUUU. The protein sequence of the target gene is MMADEEEEVKPILQKLQELVDQLYSFRDCYFETHSVEDAGRKQQDVQKEMEKTLQQMEEVVGSVQGKAQVLMLTGKALNVTPDYSPKAEELLSKAVKLEPELVEAWNQLGEVYWKKGDVAAAHTCFSGALTHCRNKVSLQNLSMVLRQLRTDTEDEHSHHVMDSVRQAKLAVQMDVHDGRSWYILGNSYLSLYFSTGQNPKISQQALSAYAQAEKVDRKASSNPDLHLNRATLHKYEESYGEALEGFSRAAALDPAWPEPRQREQQLLEFLDRLTSLLESKGKVKTKKLQSMLGSLRPAH.... Result: 0 (no interaction). (2) The miRNA is hsa-miR-4283 with sequence UGGGGCUCAGCGAGUUU. The protein sequence of the target gene is MAEQTEPAVITPAMLEEEEQLEAAGLEKERKMLEEAQKSWDRESTEIRYRRLQHLLEKSNIYSKFLLTKMEQQQLEEQKKKEKLEKKKRSLKLTEGKSLVDGNGEKPVMKKKRGREDESYNISEVMSKEEILSVAKKHKDNEDESSSTTSLCVEDIQKNKDSNSMIKDRLSQTVRQNSKFFFDPVRKCNGQPVPFQQPKHFTGGVMRWYQVEGMEWLRMLWENGINGILADEMGLGKTVQCIATIALMIQRGVPGPFLVCGPLSTLPNWMAEFKRFTPEIPTLLYHGTREDRRKLVKNIH.... Result: 0 (no interaction). (3) The miRNA is hsa-miR-22-5p with sequence AGUUCUUCAGUGGCAAGCUUUA. The protein sequence of the target gene is MSSNSFPYNEQSGGGEATELGQEATSTISPSGAFGLFSSDLKKNEDLKQMLESNKDSAKLDAMKRIVGMIAKGKNASELFPAVVKNVASKNIEIKKLVYVYLVRYAEEQQDLALLSISTFQRALKDPNQLIRASALRVLSSIRVPIIVPIMMLAIKEASADLSPYVRKNAAHAIQKLYSLDPEQKEMLIEVIEKLLKDKSTLVAGSVVMAFEEVCPDRIDLIHKNYRKLCNLLVDVEEWGQVVIIHMLTRYARTQFVSPWKEGDELEDNGKNFYESDDDQKEKTDKKKKPYTMDPDHRLL.... Result: 1 (interaction). (4) The miRNA is hsa-miR-3620-3p with sequence UCACCCUGCAUCCCGCACCCAG. The protein sequence of the target gene is MSNEVETSTTNGQPDQQAAPKAPSKKEKKKGSEKTDEYLLARFKGDGVKYKAKLIGIDDVPDARGDKMSQDSMMKLKGMAAAGRSQGQHKQRIWVNISLSGIKIIDEKTGVIEHEHPVNKISFIARDVTDNRAFGYVCGGEGQHQFFAIKTGQQAEPLVVDLKDLFQVIYNVKKKEEDKKKVEEANKAEENGSEALMTLDDQANKLKLGVDQMDLFGDMSTPPDLNSPTESKDILLVDLNSEIDTNQNSLRENPFLTNGVTSCSLPRPKPQASFLPENAFSANLNFFPTPNPDPFRDDPF.... Result: 0 (no interaction).